Dataset: Peptide-MHC class I binding affinity with 185,985 pairs from IEDB/IMGT. Task: Regression. Given a peptide amino acid sequence and an MHC pseudo amino acid sequence, predict their binding affinity value. This is MHC class I binding data. (1) The peptide sequence is MEEEKRWI. The MHC is Mamu-A11 with pseudo-sequence Mamu-A11. The binding affinity (normalized) is 0.376. (2) The peptide sequence is KMDNGTLEF. The MHC is HLA-A24:02 with pseudo-sequence HLA-A24:02. The binding affinity (normalized) is 0.356. (3) The peptide sequence is PIQKETWDTW. The MHC is HLA-B54:01 with pseudo-sequence HLA-B54:01. The binding affinity (normalized) is 0. (4) The peptide sequence is PLYRNGDFFI. The MHC is H-2-Db with pseudo-sequence H-2-Db. The binding affinity (normalized) is 0.273. (5) The peptide sequence is ATFEVFLAK. The MHC is HLA-A26:02 with pseudo-sequence HLA-A26:02. The binding affinity (normalized) is 0.0847. (6) The peptide sequence is GILPWTKIS. The MHC is HLA-A02:01 with pseudo-sequence HLA-A02:01. The binding affinity (normalized) is 0.0985. (7) The peptide sequence is VWAPLILAYFPVF. The MHC is HLA-B54:01 with pseudo-sequence HLA-B54:01. The binding affinity (normalized) is 0. (8) The binding affinity (normalized) is 0.0847. The peptide sequence is VPQTDAGVT. The MHC is HLA-A01:01 with pseudo-sequence HLA-A01:01.